Dataset: Forward reaction prediction with 1.9M reactions from USPTO patents (1976-2016). Task: Predict the product of the given reaction. (1) Given the reactants [N:1]1[CH:6]=[CH:5][CH:4]=[CH:3][C:2]=1[C:7]1[C:11]([C:12](O)=[O:13])=[CH:10][O:9][N:8]=1.CC1ON=C(C2C=CN=CN=2)C=1C(O)=O, predict the reaction product. The product is: [N:1]1[CH:6]=[CH:5][CH:4]=[CH:3][C:2]=1[C:7]1[C:11]([CH2:12][OH:13])=[CH:10][O:9][N:8]=1. (2) Given the reactants [CH3:1][NH:2][CH2:3][CH2:4][NH2:5].[F:6][C:7]([F:14])([F:13])[C:8]([O:10]CC)=O.O, predict the reaction product. The product is: [F:14][C:7]([F:6])([F:13])[C:8]([NH:5][CH2:4][CH2:3][NH:2][CH3:1])=[O:10]. (3) Given the reactants C(OC([N:8]1[CH2:13][CH2:12][CH:11]([O:14][C:15]2[CH:20]=[CH:19][C:18]([C:21]([O:23][CH3:24])=[O:22])=[CH:17][CH:16]=2)[CH2:10][CH2:9]1)=O)(C)(C)C.C(O)(C(F)(F)F)=O, predict the reaction product. The product is: [CH3:24][O:23][C:21](=[O:22])[C:18]1[CH:17]=[CH:16][C:15]([O:14][CH:11]2[CH2:12][CH2:13][NH:8][CH2:9][CH2:10]2)=[CH:20][CH:19]=1. (4) Given the reactants [O:1]=[C:2]1[C:10]2[C:5](=[CH:6][CH:7]=[CH:8][CH:9]=2)[C:4](=[O:11])[N:3]1[CH2:12][C:13]1[CH:18]=[CH:17][C:16]([S:19](Cl)(=[O:21])=[O:20])=[CH:15][CH:14]=1.C(=O)(O)[O-].[Na+].[CH2:28]([NH2:30])[CH3:29], predict the reaction product. The product is: [O:1]=[C:2]1[C:10]2[C:5](=[CH:6][CH:7]=[CH:8][CH:9]=2)[C:4](=[O:11])[N:3]1[CH2:12][C:13]1[CH:18]=[CH:17][C:16]([S:19]([NH:30][CH2:28][CH3:29])(=[O:21])=[O:20])=[CH:15][CH:14]=1. (5) Given the reactants [C:1]1([C:7]2[C:16]([CH2:17][N:18]3[CH2:23][CH2:22][N:21]([S:24](=[O:27])(=[O:26])[NH2:25])[CH2:20][CH2:19]3)=[C:15]([C:28](O)=[O:29])[C:14]3[C:9](=[CH:10][CH:11]=[CH:12][CH:13]=3)[N:8]=2)[CH:6]=[CH:5][CH:4]=[CH:3][CH:2]=1.C(N(CC)CC)C.F[P-](F)(F)(F)(F)F.N1(OC(N(C)C)=[N+](C)C)C2C=CC=CC=2N=N1.[C:62]1([C@@H:68]([NH2:71])[CH2:69][CH3:70])[CH:67]=[CH:66][CH:65]=[CH:64][CH:63]=1, predict the reaction product. The product is: [C:62]1([C@@H:68]([NH:71][C:28]([C:15]2[C:14]3[C:9](=[CH:10][CH:11]=[CH:12][CH:13]=3)[N:8]=[C:7]([C:1]3[CH:6]=[CH:5][CH:4]=[CH:3][CH:2]=3)[C:16]=2[CH2:17][N:18]2[CH2:23][CH2:22][N:21]([S:24](=[O:26])(=[O:27])[NH2:25])[CH2:20][CH2:19]2)=[O:29])[CH2:69][CH3:70])[CH:67]=[CH:66][CH:65]=[CH:64][CH:63]=1.